Predict the reactants needed to synthesize the given product. From a dataset of Full USPTO retrosynthesis dataset with 1.9M reactions from patents (1976-2016). (1) Given the product [NH2:8][CH2:7][CH2:9][CH2:10][C:11]1[CH:12]=[N:13][N:14]([CH2:17][CH2:18][O:19][C:20]([C:33]2[CH:34]=[CH:35][CH:36]=[CH:37][CH:38]=2)([C:27]2[CH:28]=[CH:29][CH:30]=[CH:31][CH:32]=2)[C:21]2[CH:26]=[CH:25][CH:24]=[CH:23][CH:22]=2)[C:15]=1[NH2:16], predict the reactants needed to synthesize it. The reactants are: [H-].[Al+3].[Li+].[H-].[H-].[H-].[C:7](/[CH:9]=[CH:10]/[C:11]1[CH:12]=[N:13][N:14]([CH2:17][CH2:18][O:19][C:20]([C:33]2[CH:38]=[CH:37][CH:36]=[CH:35][CH:34]=2)([C:27]2[CH:32]=[CH:31][CH:30]=[CH:29][CH:28]=2)[C:21]2[CH:26]=[CH:25][CH:24]=[CH:23][CH:22]=2)[C:15]=1[NH2:16])#[N:8].[F-].[Na+].O. (2) Given the product [NH2:31][C:3]1[C:4]([NH:18][C:19]([C:21]2[N:22]([CH3:30])[N:23]=[C:24]([C:26]([CH3:28])([CH3:27])[CH3:29])[CH:25]=2)=[O:20])=[N:5][C:6]([C:8]2[CH:13]=[CH:12][CH:11]=[CH:10][C:9]=2[C:14]([F:15])([F:17])[F:16])=[N:7][C:2]=1[CH3:1], predict the reactants needed to synthesize it. The reactants are: [CH3:1][C:2]1[N:7]=[C:6]([C:8]2[CH:13]=[CH:12][CH:11]=[CH:10][C:9]=2[C:14]([F:17])([F:16])[F:15])[N:5]=[C:4]([NH:18][C:19]([C:21]2[N:22]([CH3:30])[N:23]=[C:24]([C:26]([CH3:29])([CH3:28])[CH3:27])[CH:25]=2)=[O:20])[C:3]=1[N+:31]([O-])=O.O.[Cl-].[NH4+]. (3) Given the product [Cl:1][C:2]1[N:7]=[C:6]([N:18]2[CH2:19][CH2:20][C@H:16]([NH:15][C:12](=[O:14])[CH3:13])[CH2:17]2)[CH:5]=[C:4]([CH2:9][CH2:10][CH3:11])[N:3]=1, predict the reactants needed to synthesize it. The reactants are: [Cl:1][C:2]1[N:7]=[C:6](Cl)[CH:5]=[C:4]([CH2:9][CH2:10][CH3:11])[N:3]=1.[C:12]([NH:15][C@H:16]1[CH2:20][CH2:19][NH:18][CH2:17]1)(=[O:14])[CH3:13].C(N(C(C)C)CC)(C)C. (4) Given the product [C:96]([O:95][C:93]([O:92][C:78]1[CH:77]=[CH:76][C:75]2[C:80](=[C:81]([O:84][C:85]([O:87][C:88]([CH3:91])([CH3:90])[CH3:89])=[O:86])[CH:82]=[CH:83][C:74]=2[C@@H:65]([O:66][Si:67]([C:70]([CH3:73])([CH3:72])[CH3:71])([CH3:69])[CH3:68])[CH2:64][N:56]([CH2:55][CH2:54][CH2:53][CH2:52][CH2:51][CH2:50][O:49][CH2:48][CH2:47][CH2:46][CH2:45][C:42]2[CH:41]=[CH:40][C:10]([NH:13][C:14]([NH:16][CH2:17][C:18]3[C:19]([NH:31][CH:32]4[CH2:37][CH2:36][O:35][CH2:34][CH2:33]4)=[C:20]4[CH:28]=[N:27][N:26]([CH2:29][CH3:30])[C:21]4=[N:22][C:23]=3[CH2:24][CH3:25])=[O:15])=[CH:9][CH:43]=2)[C:57](=[O:63])[O:58][C:59]([CH3:62])([CH3:61])[CH3:60])[N:79]=1)=[O:94])([CH3:97])([CH3:98])[CH3:99], predict the reactants needed to synthesize it. The reactants are: BrCCCC#CC1C=C[C:10]([NH:13][C:14]([NH:16][CH2:17][C:18]2[C:19]([NH:31][CH:32]3[CH2:37][CH2:36][O:35][CH2:34][CH2:33]3)=[C:20]3[CH:28]=[N:27][N:26]([CH2:29][CH3:30])[C:21]3=[N:22][C:23]=2[CH2:24][CH3:25])=[O:15])=[CH:9]C=1.NC1C=[CH:43][C:42]([CH2:45][CH2:46][CH2:47][CH2:48][O:49][CH2:50][CH2:51][CH2:52][CH2:53][CH2:54][CH2:55][N:56]([CH2:64][C@@H:65]([C:74]2[CH:83]=[CH:82][C:81]([O:84][C:85]([O:87][C:88]([CH3:91])([CH3:90])[CH3:89])=[O:86])=[C:80]3[C:75]=2[CH:76]=[CH:77][C:78]([O:92][C:93]([O:95][C:96]([CH3:99])([CH3:98])[CH3:97])=[O:94])=[N:79]3)[O:66][Si:67]([C:70]([CH3:73])([CH3:72])[CH3:71])([CH3:69])[CH3:68])[C:57](=[O:63])[O:58][C:59]([CH3:62])([CH3:61])[CH3:60])=[CH:41][CH:40]=1. (5) Given the product [Cl:7][C:8]1[CH:9]=[C:10]2[C:16]([C:17]3[N:22]=[C:21]([NH:23][CH2:24][C@@H:25]4[CH2:30][CH2:29][CH2:28][N:27]([CH2:2][C@H:3]([CH3:6])[CH2:4][OH:5])[CH2:26]4)[C:20]([F:31])=[CH:19][N:18]=3)=[CH:15][NH:14][C:11]2=[N:12][CH:13]=1, predict the reactants needed to synthesize it. The reactants are: Br[CH2:2][C@H:3]([CH3:6])[CH2:4][OH:5].[Cl:7][C:8]1[CH:9]=[C:10]2[C:16]([C:17]3[N:22]=[C:21]([NH:23][CH2:24][C@@H:25]4[CH2:30][CH2:29][CH2:28][NH:27][CH2:26]4)[C:20]([F:31])=[CH:19][N:18]=3)=[CH:15][NH:14][C:11]2=[N:12][CH:13]=1.C([O-])([O-])=O.[K+].[K+]. (6) Given the product [C:49]([O:28][C:25]1[CH:24]=[CH:23][C:22]([CH2:21][C@@H:20]2[N:15]3[CH:16]([N:11]([C:9](=[O:10])[NH:8][CH2:1][C:2]4[CH:3]=[CH:4][CH:5]=[CH:6][CH:7]=4)[N:12]([CH3:43])[CH2:13][C:14]3=[O:42])[C@H:17]([CH3:41])[N:18]([CH2:30][C:31]3[CH:32]=[CH:33][CH:34]=[C:35]4[C:40]=3[N:39]=[CH:38][CH:37]=[CH:36]4)[C:19]2=[O:29])=[CH:27][CH:26]=1)(=[O:54])[CH2:50][CH2:51][CH2:52][CH3:53], predict the reactants needed to synthesize it. The reactants are: [CH2:1]([NH:8][C:9]([N:11]1[CH:16]2[C@H:17]([CH3:41])[N:18]([CH2:30][C:31]3[CH:32]=[CH:33][CH:34]=[C:35]4[C:40]=3[N:39]=[CH:38][CH:37]=[CH:36]4)[C:19](=[O:29])[C@H:20]([CH2:21][C:22]3[CH:27]=[CH:26][C:25]([OH:28])=[CH:24][CH:23]=3)[N:15]2[C:14](=[O:42])[CH2:13][N:12]1[CH3:43])=[O:10])[C:2]1[CH:7]=[CH:6][CH:5]=[CH:4][CH:3]=1.C1COCC1.[C:49](Cl)(=[O:54])[CH2:50][CH2:51][CH2:52][CH3:53].C(N(CC)CC)C.